Task: Predict which catalyst facilitates the given reaction.. Dataset: Catalyst prediction with 721,799 reactions and 888 catalyst types from USPTO (1) Reactant: [Cl:1][C:2]1[CH:3]=[C:4]([C:8](=O)[CH2:9][OH:10])[CH:5]=[CH:6][CH:7]=1.[C-]#[N:13].[K+].C[CH:16]([OH:18])C.C(O)(=O)C. Product: [Cl:1][C:2]1[CH:3]=[C:4]([C:8]2[NH:13][C:16](=[O:18])[O:10][CH:9]=2)[CH:5]=[CH:6][CH:7]=1. The catalyst class is: 6. (2) Reactant: [NH2:1][C:2](=O)[C:3]([NH:6][C:7](=[O:13])[O:8][C:9]([CH3:12])([CH3:11])[CH3:10])([CH3:5])[CH3:4].COC1C=CC(P2(SP(C3C=CC(OC)=CC=3)(=S)S2)=[S:24])=CC=1. Product: [NH2:1][C:2](=[S:24])[C:3]([NH:6][C:7](=[O:13])[O:8][C:9]([CH3:12])([CH3:11])[CH3:10])([CH3:5])[CH3:4]. The catalyst class is: 11. (3) Product: [CH3:16][N:13]1[CH:14]=[C:15]2[C:11]([NH:10][CH:9]=[CH:5][C:6]2=[O:8])=[N:12]1. Reactant: CC1(C)O[C:6](=[O:8])[C:5](=[CH:9][NH:10][C:11]2[CH:15]=[CH:14][N:13]([CH3:16])[N:12]=2)C(=O)O1.C1(OC2C=CC=CC=2)C=CC=CC=1. The catalyst class is: 21.